Dataset: NCI-60 drug combinations with 297,098 pairs across 59 cell lines. Task: Regression. Given two drug SMILES strings and cell line genomic features, predict the synergy score measuring deviation from expected non-interaction effect. Synergy scores: CSS=-9.91, Synergy_ZIP=0.693, Synergy_Bliss=-6.28, Synergy_Loewe=-15.9, Synergy_HSA=-11.2. Drug 2: C1CN1P(=S)(N2CC2)N3CC3. Drug 1: CN(C)C1=NC(=NC(=N1)N(C)C)N(C)C. Cell line: UACC-257.